From a dataset of Reaction yield outcomes from USPTO patents with 853,638 reactions. Predict the reaction yield, written as a fraction of the theoretical maximum amount of product (1.0 means a 100% yield; for example, 0.34 means a 34% yield). (1) The reactants are [CH2:1]([O:8][N:9]1[C:15](=[O:16])[N:14]2[CH2:17][C@H:10]1[CH2:11][CH2:12][C@H:13]2[C:18]([O:20][C:21]([CH3:24])([CH3:23])[CH3:22])=[O:19])[C:2]1C=CC=C[CH:3]=1.C(=O)([O-])[O-].[K+].[K+].C(Br)C=C. The catalyst is C(O)C.C(#N)C.[C].[Pd]. The product is [CH2:1]([O:8][N:9]1[C:15](=[O:16])[N:14]2[CH2:17][C@H:10]1[CH2:11][CH2:12][C@H:13]2[C:18]([O:20][C:21]([CH3:24])([CH3:23])[CH3:22])=[O:19])[CH:2]=[CH2:3]. The yield is 0.540. (2) The reactants are [NH2:1][C:2]1[C:7]([OH:8])=[CH:6][C:5]([C:9]2[CH:14]=[CH:13][C:12]([O:15][CH2:16][CH2:17][N:18]3[CH2:23][CH2:22][O:21][CH2:20][CH2:19]3)=[CH:11][CH:10]=2)=[CH:4][N:3]=1.NC1C(O)=CC(C2C=CC=CC=2)=CN=1.[H-].[Na+].Br[CH2:41][C:42]1[CH:47]=[CH:46][CH:45]=[C:44]([N+:48]([O-:50])=[O:49])[CH:43]=1.Cl. The catalyst is CN(C=O)C. The product is [N:18]1([CH2:17][CH2:16][O:15][C:12]2[CH:13]=[CH:14][C:9]([C:5]3[CH:6]=[C:7]([O:8][CH2:41][C:42]4[CH:47]=[CH:46][CH:45]=[C:44]([N+:48]([O-:50])=[O:49])[CH:43]=4)[C:2]([NH2:1])=[N:3][CH:4]=3)=[CH:10][CH:11]=2)[CH2:23][CH2:22][O:21][CH2:20][CH2:19]1. The yield is 0.680.